From a dataset of Catalyst prediction with 721,799 reactions and 888 catalyst types from USPTO. Predict which catalyst facilitates the given reaction. (1) Reactant: C([O:3][C:4](=O)[C:5]([CH3:12])=[C:6](N)[C:7]([F:10])([F:9])[F:8])C.[CH3:14][NH:15][NH2:16]. Product: [CH3:14][N:15]1[C:6]([C:7]([F:10])([F:9])[F:8])=[C:5]([CH3:12])[C:4]([OH:3])=[N:16]1. The catalyst class is: 662. (2) The catalyst class is: 11. Reactant: [Cl:1][C:2]1[CH:3]=[C:4]2[C:8](=[CH:9][CH:10]=1)[N:7]([C:11]1[N:15]([CH3:16])[N:14]=[C:13]([CH3:17])[C:12]=1[CH2:18][CH2:19][S:20]([NH:23][C:24](=[O:30])OCCCC)(=[O:22])=[O:21])[CH:6]=[CH:5]2.[NH:31]1[CH2:36][CH2:35][CH2:34][CH2:33][CH2:32]1.[Cl-].[NH4+]. Product: [Cl:1][C:2]1[CH:3]=[C:4]2[C:8](=[CH:9][CH:10]=1)[N:7]([C:11]1[N:15]([CH3:16])[N:14]=[C:13]([CH3:17])[C:12]=1[CH2:18][CH2:19][S:20]([NH:23][C:24]([N:31]1[CH2:36][CH2:35][CH2:34][CH2:33][CH2:32]1)=[O:30])(=[O:22])=[O:21])[CH:6]=[CH:5]2. (3) Reactant: C(OC(=O)[NH:7][C:8]1[CH:13]=[C:12]([N:14]([CH2:16][CH:17]([CH3:19])[CH3:18])[CH3:15])[C:11]([Cl:20])=[CH:10][C:9]=1[NH:21][C:22](=[O:37])[CH2:23][C:24](=O)[C:25]1[CH:30]=[CH:29][CH:28]=[C:27]([N:31]2[CH:35]=[CH:34][N:33]=[N:32]2)[CH:26]=1)(C)(C)C.C(O)(C(F)(F)F)=O. Product: [Cl:20][C:11]1[C:12]([N:14]([CH2:16][CH:17]([CH3:19])[CH3:18])[CH3:15])=[CH:13][C:8]2[N:7]=[C:24]([C:25]3[CH:30]=[CH:29][CH:28]=[C:27]([N:31]4[CH:35]=[CH:34][N:33]=[N:32]4)[CH:26]=3)[CH2:23][C:22](=[O:37])[NH:21][C:9]=2[CH:10]=1. The catalyst class is: 2. (4) The catalyst class is: 2. Product: [CH3:14][C@@H:10]1[CH2:11][CH2:12][CH2:13][N:9]1[CH2:8][CH2:7][C:4]1[CH:5]=[CH:6][C:1]([C:15]2[CH:16]=[CH:17][C:18]([S:22]([Cl:21])(=[O:24])=[O:23])=[CH:19][CH:20]=2)=[CH:2][CH:3]=1. Reactant: [C:1]1([C:15]2[CH:20]=[CH:19][CH:18]=[CH:17][CH:16]=2)[CH:6]=[CH:5][C:4]([CH2:7][CH2:8][N:9]2[CH2:13][CH2:12][CH2:11][C@H:10]2[CH3:14])=[CH:3][CH:2]=1.[Cl:21][S:22](O)(=[O:24])=[O:23].